Task: Regression. Given a peptide amino acid sequence and an MHC pseudo amino acid sequence, predict their binding affinity value. This is MHC class II binding data.. Dataset: Peptide-MHC class II binding affinity with 134,281 pairs from IEDB The peptide sequence is AKPDGKTDCTKEVEE. The MHC is DRB1_0901 with pseudo-sequence DRB1_0901. The binding affinity (normalized) is 0.230.